This data is from Catalyst prediction with 721,799 reactions and 888 catalyst types from USPTO. The task is: Predict which catalyst facilitates the given reaction. (1) Reactant: [NH2:1][C:2]1[N:6]([CH2:7][CH2:8][OH:9])[N:5]=[CH:4][C:3]=1[C:10]#N.Cl.C[OH:14]. Product: [NH2:1][C:2]1[N:6]([CH2:7][CH2:8][OH:9])[N:5]=[CH:4][C:3]=1[CH:10]=[O:14]. The catalyst class is: 719. (2) Reactant: C(OC([N:8]1[CH2:12][C:11](=[CH2:13])[CH2:10][N:9]1[C:14]([O:16][CH2:17][C:18]1[CH:23]=[CH:22][CH:21]=[CH:20][CH:19]=1)=[O:15])=O)(C)(C)C.S(Cl)(Cl)=O.Cl. Product: [CH2:17]([O:16][C:14]([N:9]1[CH2:10][C:11](=[CH2:13])[CH2:12][NH:8]1)=[O:15])[C:18]1[CH:19]=[CH:20][CH:21]=[CH:22][CH:23]=1. The catalyst class is: 5. (3) Reactant: [NH2:1][C:2]1[CH:3]=[C:4]([CH2:24][N:25]2[CH2:30][CH2:29][O:28][CH2:27][CH2:26]2)[CH:5]=[C:6]2[C:11]=1[N:10]=[CH:9][C:8]([C:12]([NH:14][CH2:15][C:16]1[CH:21]=[CH:20][C:19]([Cl:22])=[CH:18][CH:17]=1)=[O:13])=[C:7]2[OH:23].[C:31](N1C=CN=C1)(N1C=CN=C1)=[O:32].O. Product: [Cl:22][C:19]1[CH:20]=[CH:21][C:16]([CH2:15][NH:14][C:12]([C:8]2[C:7](=[O:23])[C:6]3[C:11]4=[C:2]([NH:1][C:31](=[O:32])[N:10]4[CH:9]=2)[CH:3]=[C:4]([CH2:24][N:25]2[CH2:26][CH2:27][O:28][CH2:29][CH2:30]2)[CH:5]=3)=[O:13])=[CH:17][CH:18]=1. The catalyst class is: 3.